Predict the reactants needed to synthesize the given product. From a dataset of Full USPTO retrosynthesis dataset with 1.9M reactions from patents (1976-2016). (1) Given the product [CH3:30][NH:29][C:27]([NH:26][C:23]1[CH:22]=[CH:21][C:20]([C:10]2[N:11]=[C:12]([N:14]3[CH2:15][CH2:16][O:17][CH2:18][CH2:19]3)[N:13]=[C:8]([C:5]3[CH:4]=[CH:3][C:2]([NH:1][C:38](=[O:46])[NH:37][C:33]4[CH:32]=[N:31][CH:36]=[CH:35][CH:34]=4)=[CH:7][CH:6]=3)[N:9]=2)=[CH:25][CH:24]=1)=[O:28], predict the reactants needed to synthesize it. The reactants are: [NH2:1][C:2]1[CH:7]=[CH:6][C:5]([C:8]2[N:13]=[C:12]([N:14]3[CH2:19][CH2:18][O:17][CH2:16][CH2:15]3)[N:11]=[C:10]([C:20]3[CH:25]=[CH:24][C:23]([NH:26][C:27]([NH:29][CH3:30])=[O:28])=[CH:22][CH:21]=3)[N:9]=2)=[CH:4][CH:3]=1.[N:31]1[CH:36]=[CH:35][CH:34]=[C:33]([NH:37][C:38](=[O:46])OC2C=CC=CC=2)[CH:32]=1. (2) The reactants are: [S:1]1[CH:5]=[CH:4][CH:3]=[C:2]1[CH2:6][NH:7][C:8]([C:10]1[NH:11][C:12]2[C:17]([CH:18]=1)=[CH:16][C:15](Br)=[CH:14][C:13]=2[Cl:20])=[O:9].[NH:21]1[CH:25]=[CH:24][C:23](B(O)O)=[N:22]1.O1CCOCC1. Given the product [S:1]1[CH:5]=[CH:4][CH:3]=[C:2]1[CH2:6][NH:7][C:8]([C:10]1[NH:11][C:12]2[C:17]([CH:18]=1)=[CH:16][C:15]([C:24]1[CH:25]=[N:21][NH:22][CH:23]=1)=[CH:14][C:13]=2[Cl:20])=[O:9], predict the reactants needed to synthesize it. (3) Given the product [Cl:17][C:14]1[CH:15]=[C:16]2[C:11](=[CH:12][CH:13]=1)[N:10]=[C:9]1[CH2:18][CH2:19][CH2:20][CH2:21][CH2:22][C:8]1=[C:7]2[NH:34][CH2:31][C:32]#[CH:33], predict the reactants needed to synthesize it. The reactants are: FC(F)(F)S(O[C:7]1[C:16]2[C:11](=[CH:12][CH:13]=[C:14]([Cl:17])[CH:15]=2)[N:10]=[C:9]2[CH2:18][CH2:19][CH2:20][CH2:21][CH2:22][C:8]=12)(=O)=O.C([O-])([O-])=O.[Cs+].[Cs+].[CH2:31]([NH2:34])[C:32]#[CH:33]. (4) Given the product [Cl:23][C:13]1[C:12]2[S:11][C:10]([C:3]3[C:2]([Cl:1])=[CH:7][C:6]([I:8])=[CH:5][C:4]=3[Cl:9])=[N:18][C:17]=2[C:16]([F:19])=[CH:15][N:14]=1, predict the reactants needed to synthesize it. The reactants are: [Cl:1][C:2]1[CH:7]=[C:6]([I:8])[CH:5]=[C:4]([Cl:9])[C:3]=1[C:10]1[S:11][C:12]2[CH:13]=[N+:14]([O-])[CH:15]=[C:16]([F:19])[C:17]=2[N:18]=1.P(Cl)(Cl)([Cl:23])=O.C(=O)(O)[O-].[Na+]. (5) Given the product [Br:1][C:2]1[C:3]([N+:15]([O-:17])=[O:16])=[CH:4][C:5]([CH3:9])=[N+:6]([O-:8])[CH:7]=1, predict the reactants needed to synthesize it. The reactants are: [Br:1][C:2]1[CH:3]=[CH:4][C:5]([CH3:9])=[N+:6]([O-:8])[CH:7]=1.S(=O)(=O)(O)O.[N+:15]([O-])([OH:17])=[O:16].C(=O)([O-])[O-].[Na+].[Na+]. (6) Given the product [CH:16]1([NH:19][C:20]([C:21]2[CH:26]=[C:25]([C:2]3[CH:14]=[CH:13][C:5]([C:6]([NH:8][CH2:9][CH:10]4[CH2:12][CH2:11]4)=[O:7])=[C:4]([F:15])[CH:3]=3)[C:24]([CH3:27])=[CH:23][CH:22]=2)=[O:37])[CH2:17][CH2:18]1, predict the reactants needed to synthesize it. The reactants are: Br[C:2]1[CH:14]=[CH:13][C:5]([C:6]([NH:8][CH2:9][CH:10]2[CH2:12][CH2:11]2)=[O:7])=[C:4]([F:15])[CH:3]=1.[CH:16]1([NH:19][C:20](=[O:37])[C:21]2[CH:26]=[CH:25][C:24]([CH3:27])=[C:23](B3OC(C)(C)C(C)(C)O3)[CH:22]=2)[CH2:18][CH2:17]1.C(=O)([O-])O.[Na+]. (7) Given the product [C:2]([C:3]1[S:24][C:22](=[NH:23])[N:13]([CH2:12][CH:11]=[C:10]([CH3:14])[CH3:9])[CH:4]=1)([CH3:7])([CH3:6])[CH3:1], predict the reactants needed to synthesize it. The reactants are: [CH3:1][C:2]([CH3:7])([CH3:6])[CH2:3][CH:4]=O.Cl.[CH3:9][C:10]([CH3:14])=[CH:11][CH2:12][NH2:13].C(N(CC)CC)C.[C:22]([S-:24])#[N:23].[K+].II.